From a dataset of Catalyst prediction with 721,799 reactions and 888 catalyst types from USPTO. Predict which catalyst facilitates the given reaction. Reactant: [NH2:1][C:2]1[C:11]([I:12])=[CH:10][C:5]([C:6]([O:8]C)=[O:7])=[CH:4][N:3]=1.[OH-].[K+].Cl. Product: [NH2:1][C:2]1[C:11]([I:12])=[CH:10][C:5]([C:6]([OH:8])=[O:7])=[CH:4][N:3]=1. The catalyst class is: 20.